From a dataset of Full USPTO retrosynthesis dataset with 1.9M reactions from patents (1976-2016). Predict the reactants needed to synthesize the given product. (1) Given the product [CH2:1]([N:8]1[C@@H:13]([CH2:14][O:15][Si:16]([C:19]([CH3:20])([CH3:22])[CH3:21])([CH3:18])[CH3:17])[CH2:12][N:11]([CH2:28][C:29]2[CH:34]=[CH:33][CH:32]=[CH:31][CH:30]=2)[CH2:10][C:9]1=[O:23])[C:2]1[CH:7]=[CH:6][CH:5]=[CH:4][CH:3]=1, predict the reactants needed to synthesize it. The reactants are: [CH2:1]([N:8]1[C@@H:13]([CH2:14][O:15][Si:16]([C:19]([CH3:22])([CH3:21])[CH3:20])([CH3:18])[CH3:17])[CH2:12][NH:11][CH2:10][C:9]1=[O:23])[C:2]1[CH:7]=[CH:6][CH:5]=[CH:4][CH:3]=1.CC(O)=O.[CH:28](=O)[C:29]1[CH:34]=[CH:33][CH:32]=[CH:31][CH:30]=1.[BH-](OC(C)=O)(OC(C)=O)OC(C)=O.[Na+]. (2) Given the product [CH3:34][NH:35][C:29](=[O:31])[C@@H:28]([O:27][C:25]1[CH:24]=[CH:23][CH:22]=[C:21]2[C:26]=1[C:17]([NH:16][C:12]1[CH:11]=[C:10]3[C:15](=[CH:14][CH:13]=1)[N:7]([CH2:6][C:4]1[N:3]=[CH:2][S:1][CH:5]=1)[N:8]=[CH:9]3)=[N:18][CH:19]=[N:20]2)[CH3:33], predict the reactants needed to synthesize it. The reactants are: [S:1]1[CH:5]=[C:4]([CH2:6][N:7]2[C:15]3[C:10](=[CH:11][C:12]([NH:16][C:17]4[C:26]5[C:21](=[CH:22][CH:23]=[CH:24][C:25]=5[O:27][C@@H:28]([CH3:33])[C:29]([O:31]C)=O)[N:20]=[CH:19][N:18]=4)=[CH:13][CH:14]=3)[CH:9]=[N:8]2)[N:3]=[CH:2]1.[CH3:34][NH2:35]. (3) The reactants are: [Br:1][C:2]1[C:3]([F:9])=[N:4][CH:5]=[CH:6][C:7]=1I.C([Mg]Cl)(C)C.C(OCC)C.[CH:20]1([NH:25][C:26]2[C:31](I)=[CH:30][N:29]=[C:28]([NH2:33])[N:27]=2)[CH2:24][CH2:23][CH2:22][CH2:21]1. Given the product [Br:1][C:2]1[C:3]([F:9])=[N:4][CH:5]=[CH:6][C:7]=1[C:31]1[C:26]([NH:25][CH:20]2[CH2:24][CH2:23][CH2:22][CH2:21]2)=[N:27][C:28]([NH2:33])=[N:29][CH:30]=1, predict the reactants needed to synthesize it. (4) Given the product [Br:10][C:5]1[CH:6]=[C:7]([OH:8])[CH:2]=[C:3]([Br:12])[CH:4]=1, predict the reactants needed to synthesize it. The reactants are: Br[C:2]1[C:7]([OH:8])=[C:6](Br)[C:5]([Br:10])=[C:4](Br)[C:3]=1[Br:12].[Al+3].[Cl-].[Cl-].[Cl-]. (5) The reactants are: [C:1]([CH:8]1[CH2:13][C:12]2([CH2:16][NH2:17])[CH2:14][CH2:15][C:9]1([C:18]([OH:20])=O)[CH2:10][CH2:11]2)([O:3][C:4]([CH3:7])([CH3:6])[CH3:5])=[O:2].C(N1C=CN=C1)([N:23]1C=CN=C1)=O.[NH4+].[OH-].O. Given the product [C:1]([CH:8]1[CH2:13][C:12]2([CH2:16][NH2:17])[CH2:11][CH2:10][C:9]1([C:18]([NH2:23])=[O:20])[CH2:15][CH2:14]2)([O:3][C:4]([CH3:7])([CH3:6])[CH3:5])=[O:2], predict the reactants needed to synthesize it. (6) The reactants are: Cl[C:2]1[N:3]=[C:4]([N:17]2[CH2:22][CH2:21][O:20][CH2:19][CH2:18]2)[C:5]2[S:10][C:9]([C:11]3([O:15][CH3:16])[CH2:14][O:13][CH2:12]3)=[CH:8][C:6]=2[N:7]=1.[CH3:23][N:24]([C:32]1[N:37]=[CH:36][C:35](B2OC(C)(C)C(C)(C)O2)=[CH:34][N:33]=1)C(=O)OC(C)(C)C. Given the product [CH3:16][O:15][C:11]1([C:9]2[S:10][C:5]3[C:4]([N:17]4[CH2:22][CH2:21][O:20][CH2:19][CH2:18]4)=[N:3][C:2]([C:35]4[CH:34]=[N:33][C:32]([NH:24][CH3:23])=[N:37][CH:36]=4)=[N:7][C:6]=3[CH:8]=2)[CH2:14][O:13][CH2:12]1, predict the reactants needed to synthesize it.